From a dataset of Buchwald-Hartwig C-N cross coupling reaction yields with 55,370 reactions. Predict the reaction yield, written as a fraction of the theoretical maximum amount of product (1.0 means a 100% yield; for example, 0.34 means a 34% yield). (1) The reactants are Clc1cccnc1.Cc1ccc(N)cc1.O=S(=O)(O[Pd]1c2ccccc2-c2ccccc2N~1)C(F)(F)F.COc1ccc(OC)c(P(C(C)(C)C)C(C)(C)C)c1-c1c(C(C)C)cc(C(C)C)cc1C(C)C.CN(C)C(=NC(C)(C)C)N(C)C.c1ccc(-c2ccon2)cc1. No catalyst specified. The product is Cc1ccc(Nc2cccnc2)cc1. The yield is 0.405. (2) The reactants are Ic1ccccn1.Cc1ccc(N)cc1.O=S(=O)(O[Pd]1c2ccccc2-c2ccccc2N~1)C(F)(F)F.COc1ccc(OC)c(P(C(C)(C)C)C(C)(C)C)c1-c1c(C(C)C)cc(C(C)C)cc1C(C)C.CN1CCCN2CCCN=C12.COC(=O)c1cc(-c2cccs2)on1. No catalyst specified. The product is Cc1ccc(Nc2ccccn2)cc1. The yield is 0.882.